Dataset: Forward reaction prediction with 1.9M reactions from USPTO patents (1976-2016). Task: Predict the product of the given reaction. (1) Given the reactants [NH:1]1[C:9]2[C:4](=[N:5][CH:6]=[CH:7][CH:8]=2)[CH:3]=[CH:2]1.[H-].[Na+].[CH2:12](Br)[C:13]1[CH:18]=[CH:17][CH:16]=[CH:15][CH:14]=1, predict the reaction product. The product is: [CH2:12]([N:1]1[C:9]2[C:4](=[N:5][CH:6]=[CH:7][CH:8]=2)[CH:3]=[CH:2]1)[C:13]1[CH:18]=[CH:17][CH:16]=[CH:15][CH:14]=1. (2) Given the reactants [CH3:1][O:2][C:3]1[C:8]2[N:9]=[N:10][N:11]([CH2:14][C:15]([OH:17])=O)[C:12](=[O:13])[C:7]=2[CH:6]=[CH:5][CH:4]=1.[F:18][C:19]([F:31])([F:30])[O:20][C:21]1[CH:26]=[CH:25][C:24]([C@@H:27]([NH2:29])[CH3:28])=[CH:23][CH:22]=1, predict the reaction product. The product is: [CH3:1][O:2][C:3]1[C:8]2[N:9]=[N:10][N:11]([CH2:14][C:15]([NH:29][C@H:27]([C:24]3[CH:23]=[CH:22][C:21]([O:20][C:19]([F:18])([F:30])[F:31])=[CH:26][CH:25]=3)[CH3:28])=[O:17])[C:12](=[O:13])[C:7]=2[CH:6]=[CH:5][CH:4]=1.